This data is from Reaction yield outcomes from USPTO patents with 853,638 reactions. The task is: Predict the reaction yield, written as a fraction of the theoretical maximum amount of product (1.0 means a 100% yield; for example, 0.34 means a 34% yield). (1) The reactants are [CH3:1][N:2]([CH3:23])[C:3](=[O:22])[NH:4][C:5]1[CH:10]=[C:9]([CH2:11][NH:12][C:13]2[CH:21]=[CH:20][CH:19]=[CH:18][C:14]=2[C:15]([OH:17])=O)[CH:8]=[CH:7][N:6]=1.[CH3:24][O:25][C:26]([C:28]1[N:29]([CH3:38])[N:30]=[C:31]2[C:36]=1[CH:35]=[CH:34][C:33]([NH2:37])=[CH:32]2)=[O:27].CN1CCOCC1.CN(C(ON1N=NC2C=CC=NC1=2)=[N+](C)C)C.F[P-](F)(F)(F)(F)F. The catalyst is CN(C=O)C. The product is [CH3:24][O:25][C:26]([C:28]1[N:29]([CH3:38])[N:30]=[C:31]2[C:36]=1[CH:35]=[CH:34][C:33]([NH:37][C:15](=[O:17])[C:14]1[CH:18]=[CH:19][CH:20]=[CH:21][C:13]=1[NH:12][CH2:11][C:9]1[CH:8]=[CH:7][N:6]=[C:5]([NH:4][C:3]([N:2]([CH3:1])[CH3:23])=[O:22])[CH:10]=1)=[CH:32]2)=[O:27]. The yield is 0.350. (2) The reactants are O=C1C2C(=CC=CC=2)C(=O)[N:3]1[CH:12]1[CH2:17][N:16]([C:18]([O:20][C:21]([CH3:24])([CH3:23])[CH3:22])=[O:19])[CH2:15][CH:14]=[C:13]1[C:25]1[CH:30]=[CH:29][C:28]([F:31])=[CH:27][CH:26]=1.O.NN. The catalyst is C(O)C. The product is [NH2:3][CH:12]1[CH2:17][N:16]([C:18]([O:20][C:21]([CH3:24])([CH3:23])[CH3:22])=[O:19])[CH2:15][CH:14]=[C:13]1[C:25]1[CH:26]=[CH:27][C:28]([F:31])=[CH:29][CH:30]=1. The yield is 0.220. (3) The yield is 0.420. The reactants are [CH:1]([C:3]1[CH:18]=[CH:17][C:6]([O:7][C:8]2[N:9]=[CH:10][C:11]([C:14]([NH2:16])=[O:15])=[N:12][CH:13]=2)=[C:5]([CH3:19])[CH:4]=1)=O.[O:20]1[CH2:25][CH2:24][CH:23]([CH2:26][CH2:27][NH2:28])[CH2:22][CH2:21]1.[BH4-].[Na+]. The catalyst is CO. The product is [CH3:19][C:5]1[CH:4]=[C:3]([CH2:1][NH:28][CH2:27][CH2:26][CH:23]2[CH2:24][CH2:25][O:20][CH2:21][CH2:22]2)[CH:18]=[CH:17][C:6]=1[O:7][C:8]1[N:9]=[CH:10][C:11]([C:14]([NH2:16])=[O:15])=[N:12][CH:13]=1. (4) The reactants are C[O:2][C:3](=[O:33])[CH2:4][C:5]1[CH:10]=[CH:9][C:8]([N:11]2[C:18](=[S:19])[N:17]([C:20]3[CH:25]=[CH:24][C:23]([C:26]#[N:27])=[C:22]([C:28]([F:31])([F:30])[F:29])[CH:21]=3)[C:16](=[O:32])[C:12]32[CH2:15][CH2:14][CH2:13]3)=[CH:7][CH:6]=1.[OH-].[Na+]. The catalyst is CO. The product is [C:26]([C:23]1[CH:24]=[CH:25][C:20]([N:17]2[C:16](=[O:32])[C:12]3([CH2:13][CH2:14][CH2:15]3)[N:11]([C:8]3[CH:7]=[CH:6][C:5]([CH2:4][C:3]([OH:33])=[O:2])=[CH:10][CH:9]=3)[C:18]2=[S:19])=[CH:21][C:22]=1[C:28]([F:30])([F:31])[F:29])#[N:27]. The yield is 0.950. (5) The reactants are [Cl:1][C:2]1[CH:7]=[CH:6][C:5]([CH:8]([NH:15]C(=O)OC(C)(C)C)[CH2:9][NH:10][S:11]([CH3:14])(=[O:13])=[O:12])=[CH:4][CH:3]=1.FC(F)(F)C(O)=O. No catalyst specified. The product is [NH2:15][CH:8]([C:5]1[CH:4]=[CH:3][C:2]([Cl:1])=[CH:7][CH:6]=1)[CH2:9][NH:10][S:11]([CH3:14])(=[O:13])=[O:12]. The yield is 0.860. (6) The reactants are [OH:1][C:2]1[C:3]([CH3:12])=[N:4][C:5]2[C:10]([CH:11]=1)=[CH:9][CH:8]=[CH:7][N:6]=2.[CH2:13]([O:20][C:21]1[CH:30]=[C:29]2[C:24]([C:25](Cl)=[CH:26][CH:27]=[N:28]2)=[CH:23][C:22]=1[O:32][CH3:33])[C:14]1[CH:19]=[CH:18][CH:17]=[CH:16][CH:15]=1.O. The catalyst is CN(C)C1C=CN=CC=1.ClC1C=CC=CC=1Cl. The product is [CH2:13]([O:20][C:21]1[CH:30]=[C:29]2[C:24]([C:25]([O:1][C:2]3[C:3]([CH3:12])=[N:4][C:5]4[C:10]([CH:11]=3)=[CH:9][CH:8]=[CH:7][N:6]=4)=[CH:26][CH:27]=[N:28]2)=[CH:23][C:22]=1[O:32][CH3:33])[C:14]1[CH:15]=[CH:16][CH:17]=[CH:18][CH:19]=1. The yield is 0.700. (7) The reactants are [C:1]([C:5]1[CH:10]=[CH:9][C:8]([N:11]2[CH:15]([C:16]3[CH:21]=[CH:20][C:19]([N+:22]([O-])=O)=[CH:18][CH:17]=3)[CH2:14][CH2:13][CH:12]2[C:25]2[CH:40]=[CH:39][C:28]([NH:29][CH2:30][C:31]3[CH:36]=[CH:35][C:34]([O:37][CH3:38])=[CH:33][CH:32]=3)=[C:27]([N+:41]([O-])=O)[CH:26]=2)=[CH:7][CH:6]=1)([CH3:4])([CH3:3])[CH3:2]. The catalyst is CCO.C1COCC1.[Pt](=O)=O. The product is [NH2:22][C:19]1[CH:20]=[CH:21][C:16]([CH:15]2[N:11]([C:8]3[CH:7]=[CH:6][C:5]([C:1]([CH3:4])([CH3:2])[CH3:3])=[CH:10][CH:9]=3)[CH:12]([C:25]3[CH:26]=[C:27]([NH2:41])[C:28]([NH:29][CH2:30][C:31]4[CH:32]=[CH:33][C:34]([O:37][CH3:38])=[CH:35][CH:36]=4)=[CH:39][CH:40]=3)[CH2:13][CH2:14]2)=[CH:17][CH:18]=1. The yield is 0.710. (8) The reactants are [C:1]([O:5][C:6]([N:8]1[CH2:13][CH2:12][N:11]([C:14]([O:16][C:17]([CH3:20])([CH3:19])[CH3:18])=[O:15])[CH2:10][CH:9]1[C:21]([OH:23])=[O:22])=[O:7])([CH3:4])([CH3:3])[CH3:2].[C:24]([O-])([O-])=O.[K+].[K+].CI. The catalyst is CN(C=O)C. The product is [N:8]1([C:6]([O:5][C:1]([CH3:4])([CH3:2])[CH3:3])=[O:7])[CH2:13][CH2:12][N:11]([C:14]([O:16][C:17]([CH3:20])([CH3:19])[CH3:18])=[O:15])[CH2:10][CH:9]1[C:21]([O:23][CH3:24])=[O:22]. The yield is 1.00. (9) The reactants are Cl[CH2:2][C:3]([CH2:5]Cl)=[CH2:4].[O:7]1[C:12]2[CH:13]=[CH:14][CH:15]=[CH:16][C:11]=2[NH:10][C:9](=[O:17])[CH2:8]1.C([O-])([O-])=O.[Cs+].[Cs+].[CH2:24]([CH:28]1[CH2:33][CH2:32][NH:31][CH2:30][CH2:29]1)[CH2:25][CH2:26][CH3:27]. The catalyst is CCOCC.CN(C=O)C. The product is [CH2:24]([CH:28]1[CH2:33][CH2:32][N:31]([CH2:4][C:3](=[CH2:2])[CH2:5][N:10]2[C:11]3[CH:16]=[CH:15][CH:14]=[CH:13][C:12]=3[O:7][CH2:8][C:9]2=[O:17])[CH2:30][CH2:29]1)[CH2:25][CH2:26][CH3:27]. The yield is 0.210. (10) The reactants are [F:1][C:2]1[CH:3]=[C:4]([CH:9](O)[C:10]2[CH:11]=[CH:12][C:13]([F:18])=[C:14]([CH:17]=2)[C:15]#[N:16])[CH:5]=[C:6]([F:8])[CH:7]=1.[I-].[Na+].Cl[Si](C)(C)C. The catalyst is C(#N)C.C(OCC)(=O)C. The product is [F:1][C:2]1[CH:3]=[C:4]([CH:5]=[C:6]([F:8])[CH:7]=1)[CH2:9][C:10]1[CH:11]=[CH:12][C:13]([F:18])=[C:14]([CH:17]=1)[C:15]#[N:16]. The yield is 0.880.